From a dataset of CYP3A4 inhibition data for predicting drug metabolism from PubChem BioAssay. Regression/Classification. Given a drug SMILES string, predict its absorption, distribution, metabolism, or excretion properties. Task type varies by dataset: regression for continuous measurements (e.g., permeability, clearance, half-life) or binary classification for categorical outcomes (e.g., BBB penetration, CYP inhibition). Dataset: cyp3a4_veith. (1) The drug is CC(=O)O[C@H]1C[C@H]2CC[C@H]3[C@H](CC[C@@]4(C)[C@H](OC(C)=O)[C@H]([N+]5(C)CCCCC5)C[C@H]34)[C@@]2(C)C[C@@H]1[N+]1(C)CCCCC1. The result is 0 (non-inhibitor). (2) The compound is Cc1cc2c(c(=O)o1)[C@@H](O)[C@H]1O[C@@H]1C2=O. The result is 0 (non-inhibitor).